From a dataset of Catalyst prediction with 721,799 reactions and 888 catalyst types from USPTO. Predict which catalyst facilitates the given reaction. (1) Reactant: [CH2:1]([O:8][C:9]1[CH:14]=[CH:13][C:12]([F:15])=[CH:11][C:10]=1[Cl:16])[C:2]1[CH:7]=[CH:6][CH:5]=[CH:4][CH:3]=1.C([Li])CCC.CN(C)[CH:24]=[O:25]. Product: [CH2:1]([O:8][C:9]1[C:10]([Cl:16])=[C:11]([C:12]([F:15])=[CH:13][CH:14]=1)[CH:24]=[O:25])[C:2]1[CH:3]=[CH:4][CH:5]=[CH:6][CH:7]=1. The catalyst class is: 7. (2) Reactant: [Cl:1][CH2:2][CH2:3][C:4]([C:9]1[CH:14]=[CH:13][CH:12]=[CH:11][CH:10]=1)([OH:8])[CH2:5][CH2:6][OH:7].CCN(CC)CC.[Si:22](Cl)([C:25]([CH3:28])([CH3:27])[CH3:26])([CH3:24])[CH3:23]. Product: [Si:22]([O:7][CH2:6][CH2:5][C:4]([C:9]1[CH:14]=[CH:13][CH:12]=[CH:11][CH:10]=1)([OH:8])[CH2:3][CH2:2][Cl:1])([C:25]([CH3:28])([CH3:27])[CH3:26])([CH3:24])[CH3:23]. The catalyst class is: 31. (3) Reactant: [Cl:1][C:2]1[CH:7]=[CH:6][C:5]([C:8]2[N:9]([C:24]3[CH:29]=[CH:28][CH:27]=[CH:26][C:25]=3[Cl:30])[N:10]=[C:11]3[C:16]([N:17]4[CH2:22][CH:21]5[CH2:23][CH:18]4[CH2:19][NH:20]5)=[N:15][CH:14]=[N:13][C:12]=23)=[CH:4][CH:3]=1.C(N(CC)CC)C.[CH3:38][S:39](Cl)(=[O:41])=[O:40]. Product: [Cl:1][C:2]1[CH:7]=[CH:6][C:5]([C:8]2[N:9]([C:24]3[CH:29]=[CH:28][CH:27]=[CH:26][C:25]=3[Cl:30])[N:10]=[C:11]3[C:16]([N:17]4[CH2:22][CH:21]5[CH2:23][CH:18]4[CH2:19][N:20]5[S:39]([CH3:38])(=[O:41])=[O:40])=[N:15][CH:14]=[N:13][C:12]=23)=[CH:4][CH:3]=1. The catalyst class is: 4. (4) Reactant: [CH3:1][C:2]1[C:6]([CH2:7][N:8]2[CH:12]=[C:11]([NH:13][C:14]([NH:16][CH2:17][CH2:18][C:19]3[CH:24]=[CH:23][CH:22]=[CH:21][CH:20]=3)=[O:15])[CH:10]=[N:9]2)=[C:5]([CH3:25])[O:4][N:3]=1.[C:26](=[O:31])=[N:27][C:28](Cl)=[O:29]. Product: [CH3:1][C:2]1[C:6]([CH2:7][N:8]2[CH:12]=[C:11]([N:13]3[C:28](=[O:29])[NH:27][C:26](=[O:31])[N:16]([CH2:17][CH2:18][C:19]4[CH:20]=[CH:21][CH:22]=[CH:23][CH:24]=4)[C:14]3=[O:15])[CH:10]=[N:9]2)=[C:5]([CH3:25])[O:4][N:3]=1. The catalyst class is: 1. (5) Reactant: [OH:1][C:2]1[CH:7]=[CH:6][C:5]([CH:8]2[C:17](=[O:18])[C:16]3[C:11](=[C:12]([CH3:23])[C:13]([O:19]C(=O)C)=[CH:14][CH:15]=3)[O:10][CH2:9]2)=[CH:4][CH:3]=1.N1C=CN=C1. Product: [OH:19][C:13]1[C:12]([CH3:23])=[C:11]2[C:16]([C:17](=[O:18])[CH:8]([C:5]3[CH:6]=[CH:7][C:2]([OH:1])=[CH:3][CH:4]=3)[CH2:9][O:10]2)=[CH:15][CH:14]=1. The catalyst class is: 14.